This data is from Catalyst prediction with 721,799 reactions and 888 catalyst types from USPTO. The task is: Predict which catalyst facilitates the given reaction. (1) Reactant: [CH:1]1[C:10]2[C:5](=[C:6]([C:11]3[O:20][C:14]4=[C:15]([NH2:19])[N:16]=[CH:17][CH:18]=[C:13]4[CH:12]=3)[CH:7]=[CH:8][CH:9]=2)[CH:4]=[CH:3][N:2]=1.C1C(=O)N([I:28])C(=O)C1. Product: [I:28][C:18]1[CH:17]=[N:16][C:15]([NH2:19])=[C:14]2[O:20][C:11]([C:6]3[CH:7]=[CH:8][CH:9]=[C:10]4[C:5]=3[CH:4]=[CH:3][N:2]=[CH:1]4)=[CH:12][C:13]=12. The catalyst class is: 3. (2) Reactant: [NH:1]1[C:5]2[CH2:6][CH2:7][CH2:8][CH2:9][C:4]=2[N:3]=[CH:2]1.[H-].[Na+].CS(O[CH2:17][CH2:18][CH2:19][CH2:20][O:21][CH3:22])(=O)=O. Product: [CH3:22][O:21][CH2:20][CH2:19][CH2:18][CH2:17][N:1]1[C:5]2[CH2:6][CH2:7][CH2:8][CH2:9][C:4]=2[N:3]=[CH:2]1. The catalyst class is: 3. (3) Reactant: [CH:1]1([NH:6][C:7]2[CH:12]=[C:11]([C:13]3[S:17][C:16]([NH2:18])=[N:15][C:14]=3[C:19]3[CH:24]=[CH:23][CH:22]=[C:21]([CH3:25])[CH:20]=3)[CH:10]=[CH:9][N:8]=2)[CH2:5][CH2:4][CH2:3][CH2:2]1.[C:26]1([N:32]=[C:33]=[O:34])[CH:31]=[CH:30][CH:29]=[CH:28][CH:27]=1.C(=O)([O-])O.[Na+]. Product: [CH:1]1([NH:6][C:7]2[CH:12]=[C:11]([C:13]3[S:17][C:16]([NH:18][C:33]([NH:32][C:26]4[CH:31]=[CH:30][CH:29]=[CH:28][CH:27]=4)=[O:34])=[N:15][C:14]=3[C:19]3[CH:24]=[CH:23][CH:22]=[C:21]([CH3:25])[CH:20]=3)[CH:10]=[CH:9][N:8]=2)[CH2:5][CH2:4][CH2:3][CH2:2]1. The catalyst class is: 80. (4) Reactant: [F:8][C:7]([F:10])([F:9])[C:6](O[C:6](=[O:11])[C:7]([F:10])([F:9])[F:8])=[O:11].[NH2:14][C:15]1[CH:23]=[CH:22][C:21]([CH3:24])=[CH:20][C:16]=1[C:17]([OH:19])=[O:18]. Product: [CH3:24][C:21]1[CH:22]=[CH:23][C:15]([NH:14][C:6](=[O:11])[C:7]([F:8])([F:9])[F:10])=[C:16]([CH:20]=1)[C:17]([OH:19])=[O:18]. The catalyst class is: 6. (5) Reactant: FC1C=CC=C(F)C=1C[O:5][C:6](=[O:39])[C:7]1[CH:12]=[CH:11][CH:10]=[C:9]([N:13]2[C:17]([CH3:18])=[CH:16][CH:15]=[C:14]2[C:19]2[CH:24]=[C:23]([C:25]([F:28])([F:27])[F:26])[CH:22]=[CH:21][C:20]=2[O:29][CH2:30][C:31]2[C:36]([F:37])=[CH:35][CH:34]=[CH:33][C:32]=2[F:38])[N:8]=1.[OH-].[Na+].Cl. Product: [F:27][C:25]([F:26])([F:28])[C:23]1[CH:22]=[CH:21][C:20]([O:29][CH2:30][C:31]2[C:32]([F:38])=[CH:33][CH:34]=[CH:35][C:36]=2[F:37])=[C:19]([C:14]2[N:13]([C:9]3[N:8]=[C:7]([C:6]([OH:39])=[O:5])[CH:12]=[CH:11][CH:10]=3)[C:17]([CH3:18])=[CH:16][CH:15]=2)[CH:24]=1. The catalyst class is: 511.